This data is from Reaction yield outcomes from USPTO patents with 853,638 reactions. The task is: Predict the reaction yield, written as a fraction of the theoretical maximum amount of product (1.0 means a 100% yield; for example, 0.34 means a 34% yield). The product is [Si:1]([O:8][C:9]1[CH:14]=[CH:13][C:12](/[CH:15]=[CH:16]/[C:17](=[O:26])[C:18]([CH3:31])([CH3:25])[C:19](=[O:24])[C:20]([CH3:21])([CH3:23])[CH3:22])=[CH:11][C:10]=1[O:27][CH3:28])([C:4]([CH3:7])([CH3:6])[CH3:5])([CH3:2])[CH3:3]. The catalyst is C1COCC1.C(Cl)Cl. The yield is 0.480. The reactants are [Si:1]([O:8][C:9]1[CH:14]=[CH:13][C:12](/[CH:15]=[CH:16]/[C:17](=[O:26])[CH:18]([CH3:25])[C:19](=[O:24])[C:20]([CH3:23])([CH3:22])[CH3:21])=[CH:11][C:10]=1[O:27][CH3:28])([C:4]([CH3:7])([CH3:6])[CH3:5])([CH3:3])[CH3:2].[H-].[Na+].[CH3:31]I.O.